Dataset: Peptide-MHC class II binding affinity with 134,281 pairs from IEDB. Task: Regression. Given a peptide amino acid sequence and an MHC pseudo amino acid sequence, predict their binding affinity value. This is MHC class II binding data. (1) The peptide sequence is VHFQPLPPAVVKLSDALIAT. The MHC is DRB1_1501 with pseudo-sequence DRB1_1501. The binding affinity (normalized) is 0.296. (2) The peptide sequence is DRSIALTFLAVGGVL. The MHC is DRB1_0401 with pseudo-sequence DRB1_0401. The binding affinity (normalized) is 0.861. (3) The peptide sequence is GLSSRKRRSHDVLTV. The MHC is H-2-IAd with pseudo-sequence H-2-IAd. The binding affinity (normalized) is 0.0963.